This data is from Reaction yield outcomes from USPTO patents with 853,638 reactions. The task is: Predict the reaction yield, written as a fraction of the theoretical maximum amount of product (1.0 means a 100% yield; for example, 0.34 means a 34% yield). (1) The reactants are [OH-].[Na+].[CH3:3][N:4]1[CH:8]=[C:7]([C:9]2[CH:32]=[CH:31][C:12]3[N:13]([C:16]4[CH:17]=[C:18]([NH:27]C(=O)C)[CH:19]=[C:20]([N:22]5[CH:26]=[CH:25][CH:24]=[CH:23]5)[CH:21]=4)[CH:14]=[N:15][C:11]=3[CH:10]=2)[CH:6]=[N:5]1. The catalyst is C(O)C.C(OCC)(=O)C. The product is [CH3:3][N:4]1[CH:8]=[C:7]([C:9]2[CH:32]=[CH:31][C:12]3[N:13]([C:16]4[CH:17]=[C:18]([CH:19]=[C:20]([N:22]5[CH:23]=[CH:24][CH:25]=[CH:26]5)[CH:21]=4)[NH2:27])[CH:14]=[N:15][C:11]=3[CH:10]=2)[CH:6]=[N:5]1. The yield is 0.680. (2) The reactants are Cl.[CH2:2]([O:9][C:10]1[CH:19]=[C:18]2[C:13]([C:14]([Cl:20])=[N:15][CH:16]=[N:17]2)=[CH:12][C:11]=1[O:21][CH3:22])[C:3]1[CH:8]=[CH:7][CH:6]=[CH:5][CH:4]=1.[Br:23][C:24]1[CH:30]=[CH:29][C:27]([NH2:28])=[C:26]([F:31])[CH:25]=1. The catalyst is CC(O)C. The product is [ClH:20].[CH2:2]([O:9][C:10]1[CH:19]=[C:18]2[C:13]([C:14]([NH:28][C:27]3[CH:29]=[CH:30][C:24]([Br:23])=[CH:25][C:26]=3[F:31])=[N:15][CH:16]=[N:17]2)=[CH:12][C:11]=1[O:21][CH3:22])[C:3]1[CH:8]=[CH:7][CH:6]=[CH:5][CH:4]=1. The yield is 0.780. (3) The reactants are [Si]([O:8][C:9]1[CH:41]=[CH:40][C:12]2[N:13]([C:18]3[CH:23]=[CH:22][C:21]([CH2:24][CH2:25][NH:26][C:27]([NH:29][S:30]([C:33]4[CH:38]=[CH:37][C:36]([CH3:39])=[CH:35][CH:34]=4)(=[O:32])=[O:31])=[O:28])=[CH:20][CH:19]=3)[C:14]([CH2:16][CH3:17])=[N:15][C:11]=2[CH:10]=1)(C(C)(C)C)(C)C.[F-].C([N+](CCCC)(CCCC)CCCC)CCC. The catalyst is C1COCC1. The product is [CH2:16]([C:14]1[N:13]([C:18]2[CH:23]=[CH:22][C:21]([CH2:24][CH2:25][NH:26][C:27]([NH:29][S:30]([C:33]3[CH:38]=[CH:37][C:36]([CH3:39])=[CH:35][CH:34]=3)(=[O:32])=[O:31])=[O:28])=[CH:20][CH:19]=2)[C:12]2[CH:40]=[CH:41][C:9]([OH:8])=[CH:10][C:11]=2[N:15]=1)[CH3:17]. The yield is 0.920.